From a dataset of Full USPTO retrosynthesis dataset with 1.9M reactions from patents (1976-2016). Predict the reactants needed to synthesize the given product. (1) Given the product [CH3:1][N:2]1[C:6]([CH2:7][CH2:8][NH:31][C:34](=[O:38])[O:46][C:43]([CH3:45])([CH3:44])[CH3:42])=[CH:5][CH:4]=[N:3]1, predict the reactants needed to synthesize it. The reactants are: [CH3:1][N:2]1[C:6]([CH2:7][CH2:8]C(O)=O)=[CH:5][CH:4]=[N:3]1.C1(P(N=[N+]=[N-])(C2C=CC=CC=2)=O)C=CC=CC=1.C([N:31]([CH2:34]C)CC)C.C(OCC)(=[O:38])C.[CH3:42][C:43]([OH:46])([CH3:45])[CH3:44]. (2) Given the product [NH2:9][C:10]1[CH:19]=[CH:18][C:17]([C:20]([C:22]2[N:30]3[C:25]([CH:26]=[CH:27][CH:28]=[CH:29]3)=[C:24]([Br:1])[C:23]=2[CH3:31])=[O:21])=[CH:16][C:11]=1[C:12]([O:14][CH3:15])=[O:13], predict the reactants needed to synthesize it. The reactants are: [Br:1]N1C(=O)CCC1=O.[NH2:9][C:10]1[CH:19]=[CH:18][C:17]([C:20]([C:22]2[N:30]3[C:25]([CH:26]=[CH:27][CH:28]=[CH:29]3)=[CH:24][C:23]=2[CH3:31])=[O:21])=[CH:16][C:11]=1[C:12]([O:14][CH3:15])=[O:13].O. (3) Given the product [O:20]=[S:16]1(=[O:21])[CH2:17][CH2:18][CH2:19][CH:14]([C:5]2[C:4]3[C:8](=[C:9]([C:11]([NH2:13])=[O:12])[CH:10]=[C:2]([C:24]4[CH:25]=[CH:26][O:22][CH:23]=4)[CH:3]=3)[NH:7][CH:6]=2)[CH2:15]1, predict the reactants needed to synthesize it. The reactants are: Br[C:2]1[CH:3]=[C:4]2[C:8](=[C:9]([C:11]([NH2:13])=[O:12])[CH:10]=1)[NH:7][CH:6]=[C:5]2[CH:14]1[CH2:19][CH2:18][CH2:17][S:16](=[O:21])(=[O:20])[CH2:15]1.[O:22]1[CH:26]=[CH:25][C:24](B(O)O)=[CH:23]1.C(=O)([O-])[O-].[K+].[K+]. (4) The reactants are: [CH3:1][O:2][CH2:3][C:4]1[NH:5][CH:6]=[C:7]([CH3:9])[N:8]=1.[I:10]I. Given the product [I:10][C:6]1[NH:5][C:4]([CH2:3][O:2][CH3:1])=[N:8][C:7]=1[CH3:9], predict the reactants needed to synthesize it. (5) Given the product [CH3:29][N:28]([CH3:30])[CH:25]1[CH2:26][CH2:27][N:23]([C:20]2[N:21]=[CH:22][C:17]([N:12]3[CH:13]=[CH:14][C:9]([O:8][CH2:7][C:1]4[CH:2]=[CH:3][CH:4]=[CH:5][CH:6]=4)=[CH:10][C:11]3=[O:15])=[CH:18][CH:19]=2)[CH2:24]1, predict the reactants needed to synthesize it. The reactants are: [C:1]1([CH2:7][O:8][C:9]2[CH:14]=[CH:13][NH:12][C:11](=[O:15])[CH:10]=2)[CH:6]=[CH:5][CH:4]=[CH:3][CH:2]=1.Br[C:17]1[CH:18]=[CH:19][C:20]([N:23]2[CH2:27][CH2:26][CH:25]([N:28]([CH3:30])[CH3:29])[CH2:24]2)=[N:21][CH:22]=1.C([O-])([O-])=O.[K+].[K+].CN[C@@H]1CCCC[C@H]1NC. (6) Given the product [N+:16]([C:13]1[CH:14]=[CH:15][C:10]([O:6][CH2:5][C:4]([F:8])([F:7])[F:3])=[N:11][CH:12]=1)([O-:18])=[O:17], predict the reactants needed to synthesize it. The reactants are: [H-].[Na+].[F:3][C:4]([F:8])([F:7])[CH2:5][OH:6].Cl[C:10]1[CH:15]=[CH:14][C:13]([N+:16]([O-:18])=[O:17])=[CH:12][N:11]=1.